Dataset: Full USPTO retrosynthesis dataset with 1.9M reactions from patents (1976-2016). Task: Predict the reactants needed to synthesize the given product. (1) Given the product [CH3:14][CH:15]([O:17][C:2]1[CH:9]=[CH:8][C:5]([C:6]#[N:7])=[CH:4][C:3]=1[C:10]([F:13])([F:12])[F:11])[CH3:16], predict the reactants needed to synthesize it. The reactants are: F[C:2]1[CH:9]=[CH:8][C:5]([C:6]#[N:7])=[CH:4][C:3]=1[C:10]([F:13])([F:12])[F:11].[CH3:14][CH:15]([OH:17])[CH3:16].[H-].[Na+]. (2) Given the product [C:55]1([C:30](=[C:31]([C:32]([F:41])([C:37]([F:38])([F:39])[F:40])[C:33]([F:34])([F:35])[F:36])[C:42]([F:51])([C:43]([F:46])([F:45])[F:44])[C:47]([F:50])([F:49])[F:48])[C:29]([F:54])([F:53])[F:28])[CH:60]=[CH:59][CH:58]=[CH:57][CH:56]=1, predict the reactants needed to synthesize it. The reactants are: C(F)(C(F)(F)F)=C(F)F.C(F)(C(F)(F)F)=C(F)F.C(F)(C(F)(F)F)=C(F)F.[F:28][C:29]([F:54])([F:53])[C:30](F)=[C:31]([C:42]([F:51])([C:47]([F:50])([F:49])[F:48])[C:43]([F:46])([F:45])[F:44])[C:32]([F:41])([C:37]([F:40])([F:39])[F:38])[C:33]([F:36])([F:35])[F:34].[C:55]1([Li])[CH:60]=[CH:59][CH:58]=[CH:57][CH:56]=1. (3) Given the product [C:19]([O:1][C:2]1[CH:9]=[CH:8][C:5](/[CH:6]=[C:15](\[C:12]2[CH:13]=[CH:14][S:10][CH:11]=2)/[C:16]([OH:18])=[O:17])=[CH:4][CH:3]=1)(=[O:21])[CH3:20], predict the reactants needed to synthesize it. The reactants are: [OH:1][C:2]1[CH:9]=[CH:8][C:5]([CH:6]=O)=[CH:4][CH:3]=1.[S:10]1[CH:14]=[CH:13][C:12]([CH2:15][C:16]([OH:18])=[O:17])=[CH:11]1.[C:19](OC(=O)C)(=[O:21])[CH3:20]. (4) Given the product [CH2:1]([O:3][C:4](=[O:25])[CH2:5][CH2:6][C:7]1[N:16]([CH2:17][C:18]([O:20][C:21]([CH3:24])([CH3:23])[CH3:22])=[O:19])[C:10]2=[N:11][C:12]([Cl:15])=[CH:13][CH:14]=[C:9]2[CH:8]=1)[CH3:2], predict the reactants needed to synthesize it. The reactants are: [CH2:1]([O:3][C:4](=[O:25])[CH:5]=[CH:6][C:7]1[N:16]([CH2:17][C:18]([O:20][C:21]([CH3:24])([CH3:23])[CH3:22])=[O:19])[C:10]2=[N:11][C:12]([Cl:15])=[CH:13][CH:14]=[C:9]2[CH:8]=1)[CH3:2]. (5) Given the product [CH3:29][C:24]([CH3:30])([CH2:23][N:20]1[CH2:19][CH2:18][N:17]([C:5]2[C:4]3=[CH:3][C:2]([CH:32]([CH3:36])[CH3:31])=[CH:11][N:10]3[CH2:9][C:8]3[CH:12]=[C:13]([CH3:16])[CH:14]=[CH:15][C:7]=3[N:6]=2)[CH2:22][CH2:21]1)[C:25]([O:27][CH3:28])=[O:26], predict the reactants needed to synthesize it. The reactants are: Br[C:2]1[CH:3]=[C:4]2[N:10]([CH:11]=1)[CH2:9][C:8]1[CH:12]=[C:13]([CH3:16])[CH:14]=[CH:15][C:7]=1[N:6]=[C:5]2[N:17]1[CH2:22][CH2:21][N:20]([CH2:23][C:24]([CH3:30])([CH3:29])[C:25]([O:27][CH3:28])=[O:26])[CH2:19][CH2:18]1.[CH3:31][C:32]1(C)[C:36](C)(C)OB(C(C)=C)O1.P([O-])([O-])([O-])=O.[K+].[K+].[K+]. (6) Given the product [O:21]=[C:8]([C:9]1[CH:14]=[CH:13][C:12]([O:15][CH3:16])=[C:11]([O:17][CH3:18])[C:10]=1[O:19][CH3:20])[CH2:7][CH2:6][C:5]([OH:22])=[O:4], predict the reactants needed to synthesize it. The reactants are: [OH-].[Na+].C[O:4][C:5](=[O:22])[CH2:6][CH2:7][C:8](=[O:21])[C:9]1[CH:14]=[CH:13][C:12]([O:15][CH3:16])=[C:11]([O:17][CH3:18])[C:10]=1[O:19][CH3:20].O. (7) Given the product [C:3]([O:7][C:8](=[O:40])[NH:9][C@H:10]1[CH2:15][CH2:14][C@H:13]([C:16]2[CH2:31][N:32]([CH2:33][C:34]3[CH:39]=[CH:38][CH:37]=[CH:36][CH:35]=3)[C:19]3[CH:20]=[N:21][C:22]4[C:27]([C:18]=3[CH:17]=2)=[N:26][C:25]([O:28][CH3:29])=[CH:24][CH:23]=4)[CH2:12][CH2:11]1)([CH3:6])([CH3:5])[CH3:4], predict the reactants needed to synthesize it. The reactants are: [OH-].[Na+].[C:3]([O:7][C:8](=[O:40])[NH:9][C@H:10]1[CH2:15][CH2:14][C@H:13]([C:16]([CH2:31][NH:32][CH2:33][C:34]2[CH:39]=[CH:38][CH:37]=[CH:36][CH:35]=2)=[CH:17][C:18]2[C:27]3[C:22](=[CH:23][CH:24]=[C:25]([O:28][CH3:29])[N:26]=3)[N:21]=[CH:20][C:19]=2Cl)[CH2:12][CH2:11]1)([CH3:6])([CH3:5])[CH3:4].C(OCC)(=O)C. (8) Given the product [Br:1][C:2]1[CH:3]=[C:4]([N+:18]([O-:20])=[O:19])[C:5]2[N:13]=[C:14]([CH2:15][Cl:16])[NH:8][C:6]=2[CH:7]=1, predict the reactants needed to synthesize it. The reactants are: [Br:1][C:2]1[CH:3]=[C:4]([N+:18]([O-:20])=[O:19])[C:5]([NH:13][C:14](=O)[CH2:15][Cl:16])=[C:6]([NH:8]C(=O)CCl)[CH:7]=1.O.C(=O)([O-])O.[Na+].